Dataset: Full USPTO retrosynthesis dataset with 1.9M reactions from patents (1976-2016). Task: Predict the reactants needed to synthesize the given product. (1) Given the product [Cl:1][C:2]1[N:10]=[C:9]2[C:5]([N:6]=[CH:7][N:8]2[CH2:11][O:12][CH2:13][CH2:14][Si:15]([CH3:18])([CH3:17])[CH3:16])=[C:4]([N:34]2[C:30]3[CH:29]=[C:28]([O:27][CH2:26][C:20]4[CH:21]=[CH:22][CH:23]=[CH:24][CH:25]=4)[CH:36]=[CH:35][C:31]=3[N:32]=[CH:33]2)[N:3]=1, predict the reactants needed to synthesize it. The reactants are: [Cl:1][C:2]1[N:10]=[C:9]2[C:5]([N:6]=[CH:7][N:8]2[CH2:11][O:12][CH2:13][CH2:14][Si:15]([CH3:18])([CH3:17])[CH3:16])=[C:4](Cl)[N:3]=1.[C:20]1([CH2:26][O:27][C:28]2[CH:36]=[CH:35][C:31]3[NH:32][CH:33]=[N:34][C:30]=3[CH:29]=2)[CH:25]=[CH:24][CH:23]=[CH:22][CH:21]=1.C(OCC1C=CC=CC=1)C1C=CC=CC=1.N1C2C=CC=CC=2NC=1. (2) The reactants are: [NH:1]1[CH2:6][CH2:5][CH:4]([C:7]([NH2:9])=[O:8])[CH2:3][CH2:2]1.[C:10](O[C:10]([O:12][C:13]([CH3:16])([CH3:15])[CH3:14])=[O:11])([O:12][C:13]([CH3:16])([CH3:15])[CH3:14])=[O:11]. Given the product [C:13]([O:12][C:10]([N:1]1[CH2:6][CH2:5][CH:4]([C:7]([NH2:9])=[O:8])[CH2:3][CH2:2]1)=[O:11])([CH3:16])([CH3:15])[CH3:14], predict the reactants needed to synthesize it. (3) Given the product [CH2:1]([CH:3]1[CH2:8][CH2:7][N:6]([C:9]2[C:18]3[C:13](=[CH:14][CH:15]=[CH:16][CH:17]=3)[CH:12]=[N:11][C:10]=2[CH2:27][OH:28])[CH2:5][CH2:4]1)[CH3:2], predict the reactants needed to synthesize it. The reactants are: [CH2:1]([CH:3]1[CH2:8][CH2:7][N:6]([C:9]2[C:18]3[C:13](=[CH:14][CH:15]=[CH:16][CH:17]=3)[CH:12]=[N:11][C:10]=2Br)[CH2:5][CH2:4]1)[CH3:2].C([Li])(C)(C)C.CN(C)[CH:27]=[O:28].[Cl-].[NH4+]. (4) Given the product [F:13][C:14]1[CH:15]=[CH:16][C:17]([N:20]2[C:24]([CH3:25])=[C:23]([C:26]([NH:8][C:4]3[CH:3]=[C:2]([CH3:1])[N:7]=[CH:6][N:5]=3)=[O:27])[N:22]=[N:21]2)=[CH:18][CH:19]=1, predict the reactants needed to synthesize it. The reactants are: [CH3:1][C:2]1[N:7]=[CH:6][N:5]=[C:4]([NH2:8])[CH:3]=1.C[Al](C)C.[F:13][C:14]1[CH:19]=[CH:18][C:17]([N:20]2[C:24]([CH3:25])=[C:23]([C:26](OC)=[O:27])[N:22]=[N:21]2)=[CH:16][CH:15]=1. (5) Given the product [Cl:15][C:16]1[CH:17]=[C:18]([NH:22][CH:2]2[CH2:7][CH2:6][CH2:5][N:4]([C:8]([O:10][C:11]([CH3:14])([CH3:13])[CH3:12])=[O:9])[CH2:3]2)[CH:19]=[CH:20][CH:21]=1, predict the reactants needed to synthesize it. The reactants are: O=[C:2]1[CH2:7][CH2:6][CH2:5][N:4]([C:8]([O:10][C:11]([CH3:14])([CH3:13])[CH3:12])=[O:9])[CH2:3]1.[Cl:15][C:16]1[CH:17]=[C:18]([NH2:22])[CH:19]=[CH:20][CH:21]=1. (6) Given the product [CH2:26]([NH:16][C:6]1[CH:5]=[C:4]([N+:1]([O-:3])=[O:2])[N:9]=[C:8]2[N:10]([CH:13]([CH3:15])[CH3:14])[CH:11]=[N:12][C:7]=12)[C:27]1[CH:32]=[CH:31][CH:30]=[CH:29][CH:28]=1, predict the reactants needed to synthesize it. The reactants are: [N+:1]([C:4]1[N:9]=[C:8]2[N:10]([CH:13]([CH3:15])[CH3:14])[CH:11]=[N:12][C:7]2=[C:6]([N+:16]([O-])=O)[CH:5]=1)([O-:3])=[O:2].CCN(CC)CC.[CH2:26](N)[C:27]1[CH:32]=[CH:31][CH:30]=[CH:29][CH:28]=1.CCOCC.